The task is: Regression. Given a peptide amino acid sequence and an MHC pseudo amino acid sequence, predict their binding affinity value. This is MHC class II binding data.. This data is from Peptide-MHC class II binding affinity with 134,281 pairs from IEDB. The peptide sequence is PSHIMSVLDMGQGIL. The MHC is DRB1_0401 with pseudo-sequence DRB1_0401. The binding affinity (normalized) is 0.685.